This data is from Catalyst prediction with 721,799 reactions and 888 catalyst types from USPTO. The task is: Predict which catalyst facilitates the given reaction. (1) Reactant: [S:1]([CH2:10][CH2:11][NH:12][C:13](=[O:16])[CH2:14]Cl)[S:2][CH2:3][CH2:4][NH:5][C:6](=[O:9])[CH2:7][Cl:8].[N:17]1[CH:22]=[CH:21][C:20]([CH3:23])=[CH:19][CH:18]=1. Product: [Cl-:8].[Cl-:8].[S:1]([CH2:10][CH2:11][NH:12][C:13](=[O:16])[CH2:14][N+:17]1[CH:22]=[CH:21][C:20]([CH3:23])=[CH:19][CH:18]=1)[S:2][CH2:3][CH2:4][NH:5][C:6](=[O:9])[CH2:7][N+:17]1[CH:22]=[CH:21][C:20]([CH3:23])=[CH:19][CH:18]=1. The catalyst class is: 37. (2) Reactant: [Br:1][C:2]1[CH:7]=[CH:6][C:5]([OH:8])=[CH:4][C:3]=1[F:9].C(=O)([O-])[O-].[K+].[K+].Br[CH2:17][CH:18]([O:22][CH2:23][CH3:24])[O:19][CH2:20][CH3:21]. Product: [Br:1][C:2]1[CH:7]=[CH:6][C:5]([O:8][CH2:17][CH:18]([O:22][CH2:23][CH3:24])[O:19][CH2:20][CH3:21])=[CH:4][C:3]=1[F:9]. The catalyst class is: 9. (3) The catalyst class is: 3. Product: [C:1]([O:5][C:6](=[O:20])[NH:7][C:8]1[S:9][C:10]2[CH:16]=[C:15]([CH2:17][N:21]3[CH:25]=[CH:24][CH:23]=[N:22]3)[CH:14]=[C:13]([Br:19])[C:11]=2[N:12]=1)([CH3:4])([CH3:3])[CH3:2]. Reactant: [C:1]([O:5][C:6](=[O:20])[NH:7][C:8]1[S:9][C:10]2[CH:16]=[C:15]([CH2:17]Br)[CH:14]=[C:13]([Br:19])[C:11]=2[N:12]=1)([CH3:4])([CH3:3])[CH3:2].[NH:21]1[CH:25]=[CH:24][CH:23]=[N:22]1. (4) Reactant: [CH:1]([C:4]1[CH:9]=[CH:8][CH:7]=[CH:6][C:5]=1[NH:10][C:11]([NH:13]/[N:14]=[CH:15]/[C:16]1[CH:21]=[CH:20][C:19]([C:22]2[N:26]=[CH:25][N:24]([C:27]3[CH:32]=[CH:31][C:30]([O:33][C:34]([F:37])([F:36])[F:35])=[CH:29][CH:28]=3)[N:23]=2)=[CH:18][CH:17]=1)=[S:12])([CH3:3])[CH3:2].[F:38][C:39]([F:51])([F:50])[C:40]1[CH:49]=[CH:48][CH:47]=[CH:46][C:41]=1[C:42](=[O:45])[CH2:43]Br. Product: [CH:1]([C:4]1[CH:9]=[CH:8][CH:7]=[CH:6][C:5]=1[N:10]1[C:42]([C:41]2[CH:46]=[CH:47][CH:48]=[CH:49][C:40]=2[C:39]([F:38])([F:50])[F:51])([OH:45])[CH2:43][S:12]/[C:11]/1=[N:13]/[N:14]=[CH:15]\[C:16]1[CH:17]=[CH:18][C:19]([C:22]2[N:26]=[CH:25][N:24]([C:27]3[CH:28]=[CH:29][C:30]([O:33][C:34]([F:37])([F:35])[F:36])=[CH:31][CH:32]=3)[N:23]=2)=[CH:20][CH:21]=1)([CH3:3])[CH3:2]. The catalyst class is: 756. (5) Reactant: [F:1][C:2]1[C:3]([OH:27])=[CH:4][CH:5]=[C:6]2[C:11]=1[C:10]([CH3:13])([CH3:12])[C:9](=[O:14])[C:8]([C:15]([NH:17][CH2:18][C:19]([O:21]C(C)(C)C)=[O:20])=[O:16])=[C:7]2[OH:26]. Product: [F:1][C:2]1[C:3]([OH:27])=[CH:4][CH:5]=[C:6]2[C:11]=1[C:10]([CH3:13])([CH3:12])[C:9](=[O:14])[C:8]([C:15]([NH:17][CH2:18][C:19]([OH:21])=[O:20])=[O:16])=[C:7]2[OH:26]. The catalyst class is: 67. (6) Reactant: CON(C)[C:4]([CH:6]1[CH:10]([C:11]2[CH:16]=[CH:15][C:14]([Cl:17])=[C:13]([Cl:18])[CH:12]=2)[CH2:9][N:8]([CH2:19][C:20]2[CH:25]=[CH:24][CH:23]=[CH:22][CH:21]=2)[CH2:7]1)=[O:5].[H-].[Al+3].[Li+].[H-].[H-].[H-]. Product: [CH2:19]([N:8]1[CH2:9][CH:10]([C:11]2[CH:16]=[CH:15][C:14]([Cl:17])=[C:13]([Cl:18])[CH:12]=2)[CH:6]([CH:4]=[O:5])[CH2:7]1)[C:20]1[CH:21]=[CH:22][CH:23]=[CH:24][CH:25]=1. The catalyst class is: 1.